This data is from Forward reaction prediction with 1.9M reactions from USPTO patents (1976-2016). The task is: Predict the product of the given reaction. (1) Given the reactants [CH2:1]1[CH2:11][CH2:10][N:9]2C(=N[CH2:6][CH2:7][CH2:8]2)CC1.[Cl:12][C:13]1[CH:14]=[C:15]([CH2:21][CH2:22][C:23]2([CH:31]3[CH2:35][CH2:34][CH2:33][CH2:32]3)[O:28][C:27](=[O:29])[CH2:26][C:25](=[O:30])[CH2:24]2)[CH:16]=[CH:17][C:18]=1[O:19][CH3:20].Cl.ClCC1C=NC=CC=1, predict the reaction product. The product is: [Cl:12][C:13]1[CH:14]=[C:15]([CH2:21][CH2:22][C:23]2([CH:31]3[CH2:35][CH2:34][CH2:33][CH2:32]3)[O:28][C:27](=[O:29])[CH:26]([CH2:1][C:11]3[CH:10]=[N:9][CH:8]=[CH:7][CH:6]=3)[C:25](=[O:30])[CH2:24]2)[CH:16]=[CH:17][C:18]=1[O:19][CH3:20]. (2) Given the reactants [CH3:1][C:2]([NH:4][C:5]1[CH:10]=[CH:9][C:8]([O:11][CH3:12])=[C:7]([NH2:13])[CH:6]=1)=[O:3].C(OC1C=CC(C(N)=O)=CC=1N=[C:28]=[S:29])(C)C, predict the reaction product. The product is: [N:13]([C:7]1[CH:6]=[C:5]([NH:4][C:2](=[O:3])[CH3:1])[CH:10]=[CH:9][C:8]=1[O:11][CH3:12])=[C:28]=[S:29]. (3) Given the reactants [Cl:1][C:2]1[C:32]([C:33]([F:36])([F:35])[F:34])=[CH:31][CH:30]=[CH:29][C:3]=1[CH2:4][N:5]1[C:10](=[O:11])[C:9]([C:12]([O:14]CC)=[O:13])=[CH:8][N:7]([C:17]2[CH:27]=[CH:26][C:20]3[N:21]([CH2:24][CH3:25])[CH:22]=[N:23][C:19]=3[CH:18]=2)[C:6]1=[O:28].Cl.O, predict the reaction product. The product is: [Cl:1][C:2]1[C:32]([C:33]([F:34])([F:36])[F:35])=[CH:31][CH:30]=[CH:29][C:3]=1[CH2:4][N:5]1[C:10](=[O:11])[C:9]([C:12]([OH:14])=[O:13])=[CH:8][N:7]([C:17]2[CH:27]=[CH:26][C:20]3[N:21]([CH2:24][CH3:25])[CH:22]=[N:23][C:19]=3[CH:18]=2)[C:6]1=[O:28]. (4) The product is: [C:1]([C:5]1[CH:9]=[C:8]([CH2:10][NH:11][C:30]([NH:29][C:22]2[CH:23]=[CH:24][C:25]([CH2:26][CH2:27][OH:28])=[C:20]([F:19])[CH:21]=2)=[O:31])[N:7]([C:12]2[CH:17]=[CH:16][CH:15]=[C:14]([Cl:18])[CH:13]=2)[N:6]=1)([CH3:4])([CH3:2])[CH3:3]. Given the reactants [C:1]([C:5]1[CH:9]=[C:8]([CH2:10][NH2:11])[N:7]([C:12]2[CH:17]=[CH:16][CH:15]=[C:14]([Cl:18])[CH:13]=2)[N:6]=1)([CH3:4])([CH3:3])[CH3:2].[F:19][C:20]1[CH:21]=[C:22]([NH:29][C:30](=O)[O:31]C2C=CC=CC=2)[CH:23]=[CH:24][C:25]=1[CH2:26][CH2:27][OH:28], predict the reaction product.